Dataset: Full USPTO retrosynthesis dataset with 1.9M reactions from patents (1976-2016). Task: Predict the reactants needed to synthesize the given product. (1) Given the product [Cl:11][C:8]1[CH:9]=[C:10]2[C:5](=[CH:6][CH:7]=1)[NH:4][C:3](=[O:12])[C:2]2([N:31]1[CH2:32][CH2:33][C@H:29]([OH:28])[C@H:30]1[C:34]([N:36]([CH3:38])[CH3:37])=[O:35])[C:13]1[CH:18]=[CH:17][CH:16]=[CH:15][C:14]=1[O:19][CH3:20], predict the reactants needed to synthesize it. The reactants are: Cl[C:2]1([C:13]2[CH:18]=[CH:17][CH:16]=[CH:15][C:14]=2[O:19][CH3:20])[C:10]2[C:5](=[CH:6][CH:7]=[C:8]([Cl:11])[CH:9]=2)[NH:4][C:3]1=[O:12].FC(F)(F)C(O)=O.[OH:28][C@H:29]1[CH2:33][CH2:32][NH:31][C@@H:30]1[C:34]([N:36]([CH3:38])[CH3:37])=[O:35]. (2) Given the product [CH2:18]([C:12]1[C:13]([OH:14])=[N:10][C:4]2[C:5]([N:9]=1)=[CH:6][CH:7]=[CH:8][C:3]=2[O:2][CH3:1])[CH2:19][CH:20]=[CH2:21], predict the reactants needed to synthesize it. The reactants are: [CH3:1][O:2][C:3]1[CH:8]=[CH:7][CH:6]=[C:5]([NH2:9])[C:4]=1[NH2:10].O=[C:12]([CH2:18][CH2:19][CH:20]=[CH2:21])[C:13](OCC)=[O:14]. (3) Given the product [CH3:41][O:40][C:38](=[O:39])[CH2:37][C:33]1[CH:34]=[CH:35][CH:36]=[C:31]([CH2:30][N:19]([C:20](=[O:29])[CH3:21])[CH2:18][CH2:17][CH2:16][N:6]2[C:5](=[O:42])[NH:4][C:3]3[C:7]2=[N:8][C:9]([O:11][CH2:12][CH2:13][CH2:14][CH3:15])=[N:10][C:2]=3[NH2:1])[CH:32]=1, predict the reactants needed to synthesize it. The reactants are: [NH2:1][C:2]1[N:10]=[C:9]([O:11][CH2:12][CH2:13][CH2:14][CH3:15])[N:8]=[C:7]2[C:3]=1[NH:4][C:5](=[O:42])[N:6]2[CH2:16][CH2:17][CH2:18][N:19]([CH2:30][C:31]1[CH:36]=[CH:35][CH:34]=[C:33]([CH2:37][C:38]([O:40][CH3:41])=[O:39])[CH:32]=1)[C:20](=[O:29])[CH2:21]C(OC(C)(C)C)=O.C(O)(C(F)(F)F)=O.